From a dataset of Full USPTO retrosynthesis dataset with 1.9M reactions from patents (1976-2016). Predict the reactants needed to synthesize the given product. (1) Given the product [Cl:1][C:2]1[CH:3]=[CH:4][C:5]([OH:41])=[C:6]([C:8]2[C:12]([C:13]#[C:14][C:15]3[CH:20]=[CH:19][C:18]([NH:21][C:22]([CH:24]4[CH2:29][O:28][CH2:27][CH2:26][N:25]4[C:30](=[O:39])[CH:31]([NH:38][C:45]([CH:42]4[CH2:44][CH2:43]4)=[O:46])[C:32]4[CH:33]=[CH:34][CH:35]=[CH:36][CH:37]=4)=[O:23])=[CH:17][CH:16]=3)=[CH:11][N:10]([CH3:40])[N:9]=2)[CH:7]=1, predict the reactants needed to synthesize it. The reactants are: [Cl:1][C:2]1[CH:3]=[CH:4][C:5]([OH:41])=[C:6]([C:8]2[C:12]([C:13]#[C:14][C:15]3[CH:20]=[CH:19][C:18]([NH:21][C:22]([CH:24]4[CH2:29][O:28][CH2:27][CH2:26][N:25]4[C:30](=[O:39])[CH:31]([NH2:38])[C:32]4[CH:37]=[CH:36][CH:35]=[CH:34][CH:33]=4)=[O:23])=[CH:17][CH:16]=3)=[CH:11][N:10]([CH3:40])[N:9]=2)[CH:7]=1.[CH:42]1([C:45](O)=[O:46])[CH2:44][CH2:43]1.CC(C)N=C=NC(C)C. (2) Given the product [CH3:10][C:11]1[NH:12][C:13]([CH3:18])=[CH:14][C:15](=[O:17])[C:16]=1[N+:6]([O-:9])=[O:7], predict the reactants needed to synthesize it. The reactants are: S(=O)(=O)(O)O.[N+:6]([O-:9])(O)=[O:7].[CH3:10][C:11]1[NH:12][C:13]([CH3:18])=[CH:14][C:15](=[O:17])[CH:16]=1.[OH-].[Na+].N.